This data is from Catalyst prediction with 721,799 reactions and 888 catalyst types from USPTO. The task is: Predict which catalyst facilitates the given reaction. (1) Reactant: [Si]([O:8][CH2:9][C@@H:10]1[C@@H:14]([O:15][Si:16]([CH:23]([CH3:25])[CH3:24])([CH:20]([CH3:22])[CH3:21])[CH:17]([CH3:19])[CH3:18])[CH2:13][C@H:12]([NH:26][C:27]2[C:32]([C:33]([C:35]3[S:36][CH:37]=[C:38]([CH2:40][C:41]4[O:42][C:43]([C:46]([F:49])([F:48])[F:47])=[CH:44][CH:45]=4)[CH:39]=3)=[O:34])=[CH:31][N:30]=[CH:29][N:28]=2)[CH2:11]1)(C(C)(C)C)(C)C.Cl. Product: [OH:8][CH2:9][C@@H:10]1[C@@H:14]([O:15][Si:16]([CH:23]([CH3:24])[CH3:25])([CH:20]([CH3:21])[CH3:22])[CH:17]([CH3:19])[CH3:18])[CH2:13][C@H:12]([NH:26][C:27]2[C:32]([C:33]([C:35]3[S:36][CH:37]=[C:38]([CH2:40][C:41]4[O:42][C:43]([C:46]([F:47])([F:49])[F:48])=[CH:44][CH:45]=4)[CH:39]=3)=[O:34])=[CH:31][N:30]=[CH:29][N:28]=2)[CH2:11]1. The catalyst class is: 14. (2) Reactant: [Cl:1][C:2]1[CH:3]=[C:4]2[C:9](=[CH:10][C:11]=1[CH3:12])[O:8][CH:7]=[C:6]([CH:13]=O)[C:5]2=[O:15].[CH2:16]([O:18][C:19]([C:21]#[C:22][C:23]([O:25][CH2:26][CH3:27])=[O:24])=[O:20])[CH3:17].C1(P(C2C=CC=CC=2)C2C=CC=CC=2)C=CC=CC=1.[NH2:47][CH2:48][CH2:49][C:50]1[C:58]2[C:53](=[CH:54][CH:55]=[CH:56][CH:57]=2)[NH:52][CH:51]=1. Product: [CH2:26]([O:25][C:23]([C:22]1[C:21]2([C:19]([O:18][CH2:16][CH3:17])=[O:20])[N:47]([CH2:48][CH2:49][C:50]3[C:58]4[C:53](=[CH:54][CH:55]=[CH:56][CH:57]=4)[NH:52][C:51]=32)[CH:7]=[C:6]([C:5](=[O:15])[C:4]2[CH:3]=[C:2]([Cl:1])[C:11]([CH3:12])=[CH:10][C:9]=2[OH:8])[CH:13]=1)=[O:24])[CH3:27]. The catalyst class is: 11. (3) Reactant: C[Si]([N:5]=[N+:6]=[N-:7])(C)C.CCCC[N+](CCCC)(CCCC)CCCC.[F-].[Cl:26][C:27]1[CH:28]=[C:29]([CH2:35][C:36]#[N:37])[CH:30]=[C:31]([O:33]C)[CH:32]=1.Cl. Product: [Cl:26][C:27]1[CH:32]=[C:31]([OH:33])[CH:30]=[C:29]([CH2:35][C:36]2[NH:37][N:7]=[N:6][N:5]=2)[CH:28]=1. The catalyst class is: 133. (4) The catalyst class is: 8. Product: [CH3:12][NH:11][C:4]1[C:5]2[CH:9]=[CH:23][C:22]([C:15]3[C:14]([CH3:13])=[CH:19][C:18]([CH3:20])=[CH:17][C:16]=3[CH3:21])=[N:8][C:6]=2[N:7]=[C:2]([NH2:1])[N:3]=1. Reactant: [NH2:1][C:2]1[N:7]=[C:6]([NH2:8])[C:5]([CH:9]=O)=[C:4]([NH:11][CH3:12])[N:3]=1.[CH3:13][C:14]1[CH:19]=[C:18]([CH3:20])[CH:17]=[C:16]([CH3:21])[C:15]=1[C:22](=O)[CH3:23].[OH-].[K+]. (5) Reactant: [CH:1]1([O:7][C:8]2[CH:13]=[C:12]([O:14][CH2:15][CH2:16][O:17][CH3:18])[CH:11]=[CH:10][C:9]=2[CH2:19][CH2:20][C:21](OCC)=[O:22])[CH2:6][CH2:5][CH2:4][CH2:3][CH2:2]1.[H-].C([Al+]CC(C)C)C(C)C.O.O.O.O.O.O.O.O.O.O.S([O-])([O-])(=O)=O.[Na+].[Na+].C(OCC)C. Product: [CH:1]1([O:7][C:8]2[CH:13]=[C:12]([O:14][CH2:15][CH2:16][O:17][CH3:18])[CH:11]=[CH:10][C:9]=2[CH2:19][CH2:20][CH2:21][OH:22])[CH2:2][CH2:3][CH2:4][CH2:5][CH2:6]1. The catalyst class is: 207. (6) Reactant: [CH3:1][C:2]1[CH:7]=[C:6]([CH3:8])[N:5]=[C:4]([N:9]2[C@@H:16]3[C@@H:11]([CH2:12][CH2:13][NH:14][CH2:15]3)[CH2:10]2)[N:3]=1.[S:17]1[CH:21]=[CH:20][CH:19]=[C:18]1[C:22]1[CH:30]=[CH:29][CH:28]=[CH:27][C:23]=1[C:24](O)=[O:25].CN(C(ON1N=NC2C=CC=NC1=2)=[N+](C)C)C.F[P-](F)(F)(F)(F)F.C(N(C(C)C)CC)(C)C. Product: [CH3:8][C:6]1[CH:7]=[C:2]([CH3:1])[N:3]=[C:4]([N:9]2[C@@H:16]3[C@@H:11]([CH2:12][CH2:13][N:14]([C:24]([C:23]4[CH:27]=[CH:28][CH:29]=[CH:30][C:22]=4[C:18]4[S:17][CH:21]=[CH:20][CH:19]=4)=[O:25])[CH2:15]3)[CH2:10]2)[N:5]=1. The catalyst class is: 3. (7) Reactant: C(N(CC)CC)C.[O:8]=[C:9]1[CH2:14][CH2:13][N:12]([C:15]([O:17][C:18]([CH3:21])([CH3:20])[CH3:19])=[O:16])[CH2:11][CH:10]1[C:22]([O:24][CH3:25])=[O:23].[BH4-].[Na+].Cl. Product: [OH:8][CH:9]1[CH2:14][CH2:13][N:12]([C:15]([O:17][C:18]([CH3:19])([CH3:20])[CH3:21])=[O:16])[CH2:11][CH:10]1[C:22]([O:24][CH3:25])=[O:23]. The catalyst class is: 5. (8) Reactant: [Br:1][C:2]1[CH:3]=[C:4]2[C:8](=[CH:9][CH:10]=1)[N:7]([S:11]([C:14]1[CH:19]=[CH:18][CH:17]=[CH:16][CH:15]=1)(=[O:13])=[O:12])[C:6]([C:20]([O:22][CH2:23][CH3:24])=[O:21])=[C:5]2[S:25]([N:28]1[CH2:33][CH2:32][N:31](C(OC(C)(C)C)=O)[CH2:30][CH2:29]1)(=[O:27])=[O:26].[ClH:41]. Product: [ClH:41].[Br:1][C:2]1[CH:3]=[C:4]2[C:8](=[CH:9][CH:10]=1)[N:7]([S:11]([C:14]1[CH:19]=[CH:18][CH:17]=[CH:16][CH:15]=1)(=[O:13])=[O:12])[C:6]([C:20]([O:22][CH2:23][CH3:24])=[O:21])=[C:5]2[S:25]([N:28]1[CH2:29][CH2:30][NH:31][CH2:32][CH2:33]1)(=[O:26])=[O:27]. The catalyst class is: 13. (9) Reactant: [Cl:1][C:2]1[CH:7]=[C:6]([Cl:8])[CH:5]=[C:4]([Cl:9])[C:3]=1[CH2:10][C:11](=O)[CH3:12].N1C=CC=CC=1.Cl.[CH3:21][O:22][NH2:23]. The catalyst class is: 5. Product: [CH3:21][O:22][N:23]=[C:11]([CH3:12])[CH2:10][C:3]1[C:2]([Cl:1])=[CH:7][C:6]([Cl:8])=[CH:5][C:4]=1[Cl:9]. (10) Reactant: [NH2:1][C:2]1[CH:3]=[N:4][C:5]([O:8][CH3:9])=[CH:6][CH:7]=1.[CH2:10]([O:12][C:13](=[O:24])[C:14](=[CH:20]OCC)[C:15]([O:17][CH2:18][CH3:19])=[O:16])[CH3:11].C(O)C. Product: [CH2:10]([O:12][C:13](=[O:24])[C:14](=[CH:20][NH:1][C:2]1[CH:3]=[N:4][C:5]([O:8][CH3:9])=[CH:6][CH:7]=1)[C:15]([O:17][CH2:18][CH3:19])=[O:16])[CH3:11]. The catalyst class is: 11.